Dataset: Forward reaction prediction with 1.9M reactions from USPTO patents (1976-2016). Task: Predict the product of the given reaction. (1) Given the reactants [Cl:1][C:2]1[CH:3]=[C:4]([C@@H:8]2[C@@H:13]([C:14]3[CH:19]=[CH:18][C:17]([Cl:20])=[CH:16][CH:15]=3)[N:12]([C@@H:21]([CH2:31][CH3:32])[CH2:22][N:23]([CH3:30])[S:24]([CH:27]3[CH2:29][CH2:28]3)(=[O:26])=[O:25])[C:11](=[O:33])[C@H:10]([CH:34]([CH3:39])[C:35]([O:37]C)=[O:36])[CH2:9]2)[CH:5]=[CH:6][CH:7]=1.[Li+].[OH-].Cl, predict the reaction product. The product is: [Cl:1][C:2]1[CH:3]=[C:4]([C@@H:8]2[C@@H:13]([C:14]3[CH:15]=[CH:16][C:17]([Cl:20])=[CH:18][CH:19]=3)[N:12]([C@@H:21]([CH2:31][CH3:32])[CH2:22][N:23]([CH3:30])[S:24]([CH:27]3[CH2:28][CH2:29]3)(=[O:25])=[O:26])[C:11](=[O:33])[C@H:10]([CH:34]([CH3:39])[C:35]([OH:37])=[O:36])[CH2:9]2)[CH:5]=[CH:6][CH:7]=1. (2) The product is: [OH:40][C@@H:35]1[CH2:36][CH2:37][CH2:38][CH2:39][C@H:34]1[NH:33][C:3](=[O:12])[C:4]1[CH:9]=[C:8]([C:25]2[CH:26]=[CH:27][C:22]([O:21][C:20]([F:32])([F:31])[F:19])=[CH:23][CH:24]=2)[C:7]([O:16][CH2:15][C:14]([F:18])([F:17])[F:13])=[N:6][CH:5]=1. Given the reactants CO[C:3](=[O:12])[C:4]1[CH:9]=[C:8](Br)[C:7](Cl)=[N:6][CH:5]=1.[F:13][C:14]([F:18])([F:17])[CH2:15][OH:16].[F:19][C:20]([F:32])([F:31])[O:21][C:22]1[CH:27]=[CH:26][C:25](B(O)O)=[CH:24][CH:23]=1.[NH2:33][C@@H:34]1[CH2:39][CH2:38][CH2:37][CH2:36][C@H:35]1[OH:40], predict the reaction product. (3) The product is: [CH3:32][O:31][C:20]1[CH:21]=[C:22]([CH:25]2[CH2:30][CH2:29][N:28]([CH:35]3[CH2:36][O:33][CH2:34]3)[CH2:27][CH2:26]2)[CH:23]=[CH:24][C:19]=1[NH:18][C:15]1[N:14]=[CH:13][C:12]2=[CH:11][CH:10]=[C:9]([C:4]3[CH:5]=[CH:6][CH:7]=[CH:8][C:3]=3[O:2][CH3:1])[N:17]2[N:16]=1. Given the reactants [CH3:1][O:2][C:3]1[CH:8]=[CH:7][CH:6]=[CH:5][C:4]=1[C:9]1[N:17]2[C:12]([CH:13]=[N:14][C:15]([NH:18][C:19]3[CH:24]=[CH:23][C:22]([CH:25]4[CH2:30][CH2:29][NH:28][CH2:27][CH2:26]4)=[CH:21][C:20]=3[O:31][CH3:32])=[N:16]2)=[CH:11][CH:10]=1.[O:33]1[CH2:36][C:35](=O)[CH2:34]1.C([BH3-])#N.[Na+].N1N2C=CC=C2C=NC=1, predict the reaction product. (4) Given the reactants [CH3:1][C:2]([CH3:36])([CH3:35])[C:3]([O:5][CH2:6][N:7]1[N:11]=[N:10][C:9]([C:12]2[CH:13]=[C:14]3[C:31](=[CH:32][CH:33]=2)[O:30][C:17]2([CH2:22][CH2:21][N:20](C(OC(C)(C)C)=O)[CH2:19][CH2:18]2)[CH2:16][C:15]3=[O:34])=[N:8]1)=[O:4].[ClH:37], predict the reaction product. The product is: [ClH:37].[CH3:1][C:2]([CH3:36])([CH3:35])[C:3]([O:5][CH2:6][N:7]1[N:11]=[N:10][C:9]([C:12]2[CH:13]=[C:14]3[C:31](=[CH:32][CH:33]=2)[O:30][C:17]2([CH2:18][CH2:19][NH:20][CH2:21][CH2:22]2)[CH2:16][C:15]3=[O:34])=[N:8]1)=[O:4]. (5) The product is: [Br:1][C:2]1[O:6][C:5]([CH2:7][O:14][CH3:13])=[C:4]([C:9]([O:11][CH3:12])=[O:10])[CH:3]=1. Given the reactants [Br:1][C:2]1[O:6][C:5]([CH2:7]Br)=[C:4]([C:9]([O:11][CH3:12])=[O:10])[CH:3]=1.[CH3:13][O-:14].[Na+].O.Cl, predict the reaction product.